Dataset: Full USPTO retrosynthesis dataset with 1.9M reactions from patents (1976-2016). Task: Predict the reactants needed to synthesize the given product. (1) Given the product [F:90][CH:89]([F:91])[C:78]1[C:79]2[C:80]([F:88])([F:87])[CH2:81][CH2:82][C:83]([F:86])([F:85])[C:84]=2[N:76]([CH2:75][C:74]([NH:73][C@H:63]([C:51]2[C:50]([C:34]3[CH:35]=[CH:36][C:37]([F:43])=[C:38]([CH:42]=3)[C:39]([NH2:41])=[O:40])=[CH:55][N:54]=[C:53]([N:56]3[CH2:57][C:58]4([CH2:61][O:60][CH2:59]4)[CH2:62]3)[N:52]=2)[CH2:64][C:65]2[CH:70]=[C:69]([F:71])[CH:68]=[C:67]([F:72])[CH:66]=2)=[O:92])[N:77]=1, predict the reactants needed to synthesize it. The reactants are: FC1C=C(C[C@H](C2C([C:34]3[CH:35]=[CH:36][C:37]([F:43])=[C:38]([CH:42]=3)[C:39]([NH2:41])=[O:40])=CN=C(NCCOC)N=2)NC(=O)CN2C3CCCCC=3C(C(F)(F)F)=N2)C=C(F)C=1.Br[C:50]1[C:51]([C@@H:63]([NH:73][C:74](=[O:92])[CH2:75][N:76]2[C:84]3[C:83]([F:86])([F:85])[CH2:82][CH2:81][C:80]([F:88])([F:87])[C:79]=3[C:78]([CH:89]([F:91])[F:90])=[N:77]2)[CH2:64][C:65]2[CH:70]=[C:69]([F:71])[CH:68]=[C:67]([F:72])[CH:66]=2)=[N:52][C:53]([N:56]2[CH2:62][C:58]3([CH2:61][O:60][CH2:59]3)[CH2:57]2)=[N:54][CH:55]=1. (2) Given the product [CH:51]1([C:48]2[CH:49]=[CH:50][C:45]([CH2:44][O:43][C:40]3[CH:41]=[CH:42][C:37]([CH:35]4[CH2:34][N:33]([C:31]([C:27]5[CH:26]=[C:25]([CH2:24][O:16][CH2:15][C:3]6([CH2:2][OH:1])[CH2:4][O:5][CH:6]([C:9]7[CH:10]=[CH:11][CH:12]=[CH:13][CH:14]=7)[O:7][CH2:8]6)[CH:30]=[CH:29][N:28]=5)=[O:32])[CH2:36]4)=[CH:38][C:39]=3[O:54][CH3:55])=[CH:46][CH:47]=2)[CH2:53][CH2:52]1, predict the reactants needed to synthesize it. The reactants are: [OH:1][CH2:2][C:3]1([CH2:15][OH:16])[CH2:8][O:7][CH:6]([C:9]2[CH:14]=[CH:13][CH:12]=[CH:11][CH:10]=2)[O:5][CH2:4]1.[H-].[Na+].CS(O[CH2:24][C:25]1[CH:30]=[CH:29][N:28]=[C:27]([C:31]([N:33]2[CH2:36][CH:35]([C:37]3[CH:42]=[CH:41][C:40]([O:43][CH2:44][C:45]4[CH:50]=[CH:49][C:48]([CH:51]5[CH2:53][CH2:52]5)=[CH:47][CH:46]=4)=[C:39]([O:54][CH3:55])[CH:38]=3)[CH2:34]2)=[O:32])[CH:26]=1)(=O)=O.O. (3) The reactants are: [Cl:1][C:2]1[CH:7]=[CH:6][CH:5]=[CH:4][C:3]=1[C:8]1[C:13]([Cl:14])=[CH:12][C:11]([CH:15]=[CH2:16])=[C:10]([NH2:17])[CH:9]=1.[BH4-].[Na+]. Given the product [Cl:1][C:2]1[CH:7]=[CH:6][CH:5]=[CH:4][C:3]=1[C:8]1[C:13]([Cl:14])=[CH:12][C:11]([CH2:15][CH3:16])=[C:10]([NH2:17])[CH:9]=1, predict the reactants needed to synthesize it. (4) Given the product [Cl:20][C:16]1[CH:15]=[C:14]([C:5]2[C:4]3[C:9](=[CH:10][CH:11]=[C:2]([C:25]([C:27]4[S:28][C:29]([Cl:32])=[CH:30][CH:31]=4)=[O:26])[CH:3]=3)[N:8]=[C:7]([O:12][CH3:13])[CH:6]=2)[CH:19]=[CH:18][CH:17]=1, predict the reactants needed to synthesize it. The reactants are: Br[C:2]1[CH:3]=[C:4]2[C:9](=[CH:10][CH:11]=1)[N:8]=[C:7]([O:12][CH3:13])[CH:6]=[C:5]2[C:14]1[CH:19]=[CH:18][CH:17]=[C:16]([Cl:20])[CH:15]=1.[Li].CON(C)[C:25]([C:27]1[S:28][C:29]([Cl:32])=[CH:30][CH:31]=1)=[O:26].[Cl-].[NH4+]. (5) Given the product [F:1][C:2]1[CH:7]=[CH:6][C:5]([F:8])=[CH:4][C:3]=1[N:9]1[CH2:10][CH2:11][N:12]([CH2:18][C@H:17]([N:19]2[C:28](=[O:29])[CH2:27][C:22]3([CH2:26][CH2:25][CH2:24][CH2:23]3)[CH2:21][C:20]2=[O:30])[CH3:16])[CH2:13][CH2:14]1, predict the reactants needed to synthesize it. The reactants are: [F:1][C:2]1[CH:7]=[CH:6][C:5]([F:8])=[CH:4][C:3]=1[N:9]1[CH2:14][CH2:13][NH:12][CH2:11][CH2:10]1.Cl[CH2:16][C@H:17]([N:19]1[C:28](=[O:29])[CH2:27][C:22]2([CH2:26][CH2:25][CH2:24][CH2:23]2)[CH2:21][C:20]1=[O:30])[CH3:18]. (6) Given the product [Cl:51][C:52]1[C:57]([C:58]([F:60])([F:61])[F:59])=[CH:56][CH:55]=[CH:54][C:53]=1[CH2:62][NH:63][C:15]([CH:6]1[CH2:5][CH2:4][CH2:3][C:2](=[O:1])[N:7]1[CH2:8][C:9]1[CH:10]=[CH:11][CH:12]=[CH:13][CH:14]=1)=[O:17], predict the reactants needed to synthesize it. The reactants are: [O:1]=[C:2]1[N:7]([CH2:8][C:9]2[CH:14]=[CH:13][CH:12]=[CH:11][CH:10]=2)[CH:6]([C:15]([OH:17])=O)[CH2:5][CH2:4][CH2:3]1.C(CC(O)=O)C[C@H](N)C(O)=O.Cl.CN(C)CCCN=C=NCC.ON1C2C=CC=CC=2N=N1.[Cl:51][C:52]1[C:57]([C:58]([F:61])([F:60])[F:59])=[CH:56][CH:55]=[CH:54][C:53]=1[CH2:62][NH2:63]. (7) Given the product [C:27]([C:24]1[N:23]=[C:22]([NH:31][CH2:32][CH2:33][CH2:34][O:35][CH3:36])[C:21]([C:19]([N:14]([CH2:15][CH:16]([CH3:17])[CH3:18])[C@H:12]2[CH2:11][C@@H:10]([C:37]([N:58]3[CH2:54][CH2:53][CH:52]([O:72][CH3:71])[CH2:57][CH2:56]3)=[O:39])[CH2:9][N:8]([C:6]([O:5][C:1]([CH3:3])([CH3:4])[CH3:2])=[O:7])[CH2:13]2)=[O:20])=[CH:26][N:25]=1)([CH3:30])([CH3:28])[CH3:29], predict the reactants needed to synthesize it. The reactants are: [C:1]([O:5][C:6]([N:8]1[CH2:13][C@@H:12]([N:14]([C:19]([C:21]2[C:22]([NH:31][CH2:32][CH2:33][CH2:34][O:35][CH3:36])=[N:23][C:24]([C:27]([CH3:30])([CH3:29])[CH3:28])=[N:25][CH:26]=2)=[O:20])[CH2:15][CH:16]([CH3:18])[CH3:17])[CH2:11][C@@H:10]([C:37]([OH:39])=O)[CH2:9]1)=[O:7])([CH3:4])([CH3:3])[CH3:2].CCN=C=NCCCN(C)C.Cl.[CH:52]1[CH:53]=[CH:54]C2N(O)N=[N:58][C:56]=2[CH:57]=1.C(N(C(C)C)CC)(C)C.[C:71](=O)([O-])[OH:72].[Na+].